This data is from Reaction yield outcomes from USPTO patents with 853,638 reactions. The task is: Predict the reaction yield, written as a fraction of the theoretical maximum amount of product (1.0 means a 100% yield; for example, 0.34 means a 34% yield). (1) The reactants are [Cl:1][C:2]1[CH:3]=[C:4]2[C:9](=[CH:10][C:11]=1F)[O:8][CH:7]([C:13]([F:16])([F:15])[F:14])[C:6]([C:17]([O:19][CH2:20][CH3:21])=[O:18])=[CH:5]2.[CH2:22]([NH2:27])[CH2:23][CH:24]([CH3:26])[CH3:25].C([O-])([O-])=O.[K+].[K+]. The catalyst is CN(C=O)C. The product is [Cl:1][C:2]1[CH:3]=[C:4]2[C:9](=[CH:10][C:11]=1[NH:27][CH2:22][CH2:23][CH:24]([CH3:26])[CH3:25])[O:8][CH:7]([C:13]([F:16])([F:15])[F:14])[C:6]([C:17]([O:19][CH2:20][CH3:21])=[O:18])=[CH:5]2. The yield is 0.820. (2) The reactants are CC([O-])(C)C.[K+].[N:7]1[C:15]2[C:10](=[N:11][CH:12]=[CH:13][CH:14]=2)[S:9][C:8]=1[NH:16][C:17]1[C:22]([S:23][CH2:24][CH2:25][C:26](OC)=O)=[CH:21][CH:20]=[CH:19][N:18]=1.FC1C=C[C:34]([C:35]#[N:36])=[CH:33][CH:32]=1.C(OCC)(=O)C. The catalyst is CS(C)=O. The product is [N:7]1[C:15]2[C:10](=[N:11][CH:12]=[CH:13][CH:14]=2)[S:9][C:8]=1[NH:16][C:17]1[C:22]([S:23][C:24]2[CH:32]=[CH:33][C:34]([C:35]#[N:36])=[CH:26][CH:25]=2)=[CH:21][CH:20]=[CH:19][N:18]=1. The yield is 0.330. (3) The reactants are [CH2:1]([C:3]1([CH2:7][O:8][CH:9]=[CH2:10])[CH2:6][O:5][CH2:4]1)[CH3:2].C12CCCC(CCC1)B12[H]B2(C3CCCC2CCC3)[H]1.B1C2CCCC1CCC2.[C:40]1([C:71]2[CH:76]=[CH:75][CH:74]=[CH:73][CH:72]=2)[CH:45]=[CH:44][CH:43]=[C:42]([C:46]2[N:51]=[C:50]([C:52]3[CH:53]=[C:54]([C:58]4[CH:63]=[CH:62][CH:61]=[CH:60][CH:59]=4)[CH:55]=[CH:56][CH:57]=3)[N:49]=[C:48]([C:64]3[CH:69]=[CH:68][CH:67]=[C:66](Br)[CH:65]=3)[N:47]=2)[CH:41]=1.[OH-].[Na+]. The catalyst is C1(C)C=CC=CC=1. The product is [C:40]1([C:71]2[CH:72]=[CH:73][CH:74]=[CH:75][CH:76]=2)[CH:45]=[CH:44][CH:43]=[C:42]([C:46]2[N:51]=[C:50]([C:52]3[CH:53]=[C:54]([C:58]4[CH:63]=[CH:62][CH:61]=[CH:60][CH:59]=4)[CH:55]=[CH:56][CH:57]=3)[N:49]=[C:48]([C:64]3[CH:65]=[CH:66][CH:67]=[C:68]([CH2:10][CH2:9][O:8][CH2:7][C:3]4([CH2:1][CH3:2])[CH2:6][O:5][CH2:4]4)[CH:69]=3)[N:47]=2)[CH:41]=1. The yield is 0.970. (4) The reactants are [S:1]1[CH:5]=[C:4]([C:6]([OH:8])=[O:7])[N:3]=[CH:2]1.C(N1C=CN=C1)(N1C=CN=C1)=O.[C:21](O)([CH3:24])([CH3:23])[CH3:22].C1CCN2C(=NCCC2)CC1.Cl. The catalyst is CN(C=O)C.O. The product is [S:1]1[CH:5]=[C:4]([C:6]([O:8][C:21]([CH3:24])([CH3:23])[CH3:22])=[O:7])[N:3]=[CH:2]1. The yield is 0.470.